Task: Predict the reactants needed to synthesize the given product.. Dataset: Full USPTO retrosynthesis dataset with 1.9M reactions from patents (1976-2016) Given the product [CH:1]1([C:4]2[CH:9]=[C:8]([C:10]3[C:18]4[C:13](=[CH:14][CH:15]=[C:16]([NH:19][C:20]([C:22]5([CH2:48][O:49][CH3:50])[CH2:26][CH2:25][N:24]([C:27](=[O:47])[CH2:28][N:29]6[CH2:30][CH:31]=[C:32]([C:35]7[CH:36]=[CH:37][C:38]([C:41]8[N:42]=[CH:43][CH:44]=[CH:45][N:46]=8)=[CH:39][CH:40]=7)[CH2:33][CH2:34]6)[CH2:23]5)=[O:21])[CH:17]=4)[NH:12][N:11]=3)[CH:7]=[CH:6][N:5]=2)[CH2:3][CH2:2]1, predict the reactants needed to synthesize it. The reactants are: [CH:1]1([C:4]2[CH:9]=[C:8]([C:10]3[C:18]4[C:13](=[CH:14][CH:15]=[C:16]([NH:19][C:20]([C:22]5([CH2:48][O:49][CH3:50])[CH2:26][CH2:25][N:24]([C:27](=[O:47])[CH2:28][N:29]6[CH2:34][CH:33]=[C:32]([C:35]7[CH:40]=[CH:39][C:38]([C:41]8[N:46]=[CH:45][CH:44]=[CH:43][N:42]=8)=[CH:37][CH:36]=7)[CH2:31][CH2:30]6)[CH2:23]5)=[O:21])[CH:17]=4)[N:12](C(C4C=CC=CC=4)(C4C=CC=CC=4)C4C=CC=CC=4)[N:11]=3)[CH:7]=[CH:6][N:5]=2)[CH2:3][CH2:2]1.ClCCl.O.